From a dataset of Forward reaction prediction with 1.9M reactions from USPTO patents (1976-2016). Predict the product of the given reaction. (1) Given the reactants [CH3:1][N:2]1[C:15]2[C:6]([CH:7]=[CH:8][C:9]3[NH:19][CH2:18][CH:17]=[C:11]4[NH:12][C:13](=[O:16])[C:14]=2[C:10]=34)=[C:5]([CH2:20][S:21]([CH3:24])(=[O:23])=[O:22])[CH:4]=[CH:3]1.[C:25](Cl)(=[O:28])[O:26][CH3:27].C(N(C(C)C)C(C)C)C.C(=O)([O-])[O-].[Na+].[Na+], predict the reaction product. The product is: [CH3:1][N:2]1[C:15]2[C:6]([CH:7]=[CH:8][C:9]3[N:19]([C:25]([O:26][CH3:27])=[O:28])[CH2:18][CH:17]=[C:11]4[NH:12][C:13](=[O:16])[C:14]=2[C:10]=34)=[C:5]([CH2:20][S:21]([CH3:24])(=[O:23])=[O:22])[CH:4]=[CH:3]1. (2) Given the reactants Br[C:2]1[CH:7]=[C:6]([C:8]([CH3:11])([CH3:10])[CH3:9])[C:5]([OH:12])=[C:4]([C:13]([CH3:16])([CH3:15])[CH3:14])[CH:3]=1.C(N(CC)CC)C.O1CCCC1.[CH3:29][Si:30]([C:33]#[CH:34])([CH3:32])[CH3:31], predict the reaction product. The product is: [C:8]([C:6]1[CH:7]=[C:2]([C:34]#[C:33][Si:30]([CH3:32])([CH3:31])[CH3:29])[CH:3]=[C:4]([C:13]([CH3:16])([CH3:15])[CH3:14])[C:5]=1[OH:12])([CH3:11])([CH3:10])[CH3:9]. (3) Given the reactants [C:1]([O:5][C:6]([NH:8][C@@H:9]([CH2:13][CH3:14])[C:10](O)=[O:11])=[O:7])([CH3:4])([CH3:3])[CH3:2].C[N:16]1CCOCC1.ClC(OCC(C)C)=O.[NH4+].[OH-], predict the reaction product. The product is: [C:10]([C@@H:9]([NH:8][C:6](=[O:7])[O:5][C:1]([CH3:4])([CH3:3])[CH3:2])[CH2:13][CH3:14])(=[O:11])[NH2:16].